This data is from Full USPTO retrosynthesis dataset with 1.9M reactions from patents (1976-2016). The task is: Predict the reactants needed to synthesize the given product. (1) Given the product [CH:1]1([C:4]2[CH:5]=[N:6][C:7]([NH:17][C:18]3[CH:26]=[C:25]4[C:21]([C:22]([C:27]5[CH:32]=[CH:31][CH:30]=[CH:29][CH:28]=5)=[CH:23][NH:24]4)=[CH:20][CH:19]=3)=[C:8]([CH:16]=2)[C:9]([OH:11])=[O:10])[CH2:2][CH2:3]1, predict the reactants needed to synthesize it. The reactants are: [CH:1]1([C:4]2[CH:5]=[N:6][C:7]([NH:17][C:18]3[CH:26]=[C:25]4[C:21]([C:22]([C:27]5[CH:32]=[CH:31][CH:30]=[CH:29][CH:28]=5)=[CH:23][NH:24]4)=[CH:20][CH:19]=3)=[C:8]([CH:16]=2)[C:9]([O:11]CCCC)=[O:10])[CH2:3][CH2:2]1.[OH-].[Na+].O.Cl. (2) Given the product [F:17][C:13]1[CH:14]=[CH:15][C:16]2[N:8]3[C:7](=[O:20])[NH:6][C:5]4[CH:4]=[CH:3][C:2]([C:38]5[C:39]([N:41]([CH3:46])[S:42]([CH3:45])(=[O:44])=[O:43])=[CH:40][C:30]6[O:29][C:28]([C:25]7[CH:26]=[CH:27][C:22]([F:21])=[CH:23][CH:24]=7)=[C:32]([C:33]([NH:35][CH3:36])=[O:34])[C:31]=6[CH:37]=5)=[N:19][C:18]=4[C:9]3=[CH:10][C:11]=2[CH:12]=1, predict the reactants needed to synthesize it. The reactants are: Cl[C:2]1[CH:3]=[CH:4][C:5]2[NH:6][C:7](=[O:20])[N:8]3[C:16]4[CH:15]=[CH:14][C:13]([F:17])=[CH:12][C:11]=4[CH:10]=[C:9]3[C:18]=2[N:19]=1.[F:21][C:22]1[CH:27]=[CH:26][C:25]([C:28]2[O:29][C:30]3[CH:40]=[C:39]([N:41]([CH3:46])[S:42]([CH3:45])(=[O:44])=[O:43])[C:38](B4OC(C)(C)C(C)(C)O4)=[CH:37][C:31]=3[C:32]=2[C:33]([NH:35][CH3:36])=[O:34])=[CH:24][CH:23]=1.CC(C1C=C(C(C)C)C(C2C=CC=CC=2P(C2CCCCC2)C2CCCCC2)=C(C(C)C)C=1)C. (3) Given the product [ClH:21].[ClH:21].[N:15]1([CH2:14][C@H:11]2[CH2:10][CH2:9][C@H:8]([NH2:7])[CH2:13][CH2:12]2)[CH2:19][CH2:18][CH2:17][CH2:16]1, predict the reactants needed to synthesize it. The reactants are: C(OC(=O)[NH:7][C@H:8]1[CH2:13][CH2:12][C@H:11]([CH2:14][N:15]2[CH2:19][CH2:18][CH2:17][CH2:16]2)[CH2:10][CH2:9]1)(C)(C)C.[ClH:21].O.